This data is from Forward reaction prediction with 1.9M reactions from USPTO patents (1976-2016). The task is: Predict the product of the given reaction. (1) Given the reactants Cl[C:2]1[C:7]([N+:8]([O-:10])=[O:9])=[C:6](Cl)[CH:5]=[C:4]([CH3:12])[N:3]=1.[C:13](=[O:16])([O-])[O-].[K+].[K+].[F:19][C:20]([F:24])([F:23])[CH2:21][OH:22], predict the reaction product. The product is: [F:19][C:20]([F:24])([F:23])[CH2:21][O:22][C:2]1[C:7]([N+:8]([O-:10])=[O:9])=[C:6]([O:16][CH2:13][C:20]([F:24])([F:23])[F:19])[CH:5]=[C:4]([CH3:12])[N:3]=1. (2) Given the reactants [CH3:1][N:2]1[C:7](=[O:8])[C:6]([NH:9][C:10]2[CH:22]=[C:13]3[CH2:14][N:15]([CH:18]4[CH2:21][O:20][CH2:19]4)[CH2:16][CH2:17][N:12]3[N:11]=2)=[CH:5][C:4](B(O)O)=[CH:3]1.[C:26]([O:29][CH2:30][C:31]1[C:36]([N:37]2[CH2:49][CH2:48][N:40]3[C:41]4[CH2:42][CH2:43][CH2:44][CH2:45][C:46]=4[CH:47]=[C:39]3[C:38]2=[O:50])=[CH:35][C:34]([F:51])=[CH:33][C:32]=1Br)(=[O:28])[CH3:27].C([O-])([O-])=O.[Na+].[Na+].O, predict the reaction product. The product is: [C:26]([O:29][CH2:30][C:31]1[C:36]([N:37]2[CH2:49][CH2:48][N:40]3[C:41]4[CH2:42][CH2:43][CH2:44][CH2:45][C:46]=4[CH:47]=[C:39]3[C:38]2=[O:50])=[CH:35][C:34]([F:51])=[CH:33][C:32]=1[C:4]1[CH:5]=[C:6]([NH:9][C:10]2[CH:22]=[C:13]3[CH2:14][N:15]([CH:18]4[CH2:21][O:20][CH2:19]4)[CH2:16][CH2:17][N:12]3[N:11]=2)[C:7](=[O:8])[N:2]([CH3:1])[CH:3]=1)(=[O:28])[CH3:27]. (3) Given the reactants [CH2:1]([C:4]1[C:12]2[NH:11][C:10]([CH2:13][O:14][C:15]3[CH:20]=[CH:19][C:18]([Cl:21])=[CH:17][CH:16]=3)=[N:9][C:8]=2[CH:7]=[CH:6][CH:5]=1)[CH:2]=[CH2:3].[H-].[Na+].[C:24]([O:28][C:29]([N:31]1[CH2:36][CH2:35][CH:34]([CH2:37][CH2:38][CH2:39]Br)[CH2:33][CH2:32]1)=[O:30])([CH3:27])([CH3:26])[CH3:25], predict the reaction product. The product is: [CH2:1]([C:4]1[C:12]2[N:11]=[C:10]([CH2:13][O:14][C:15]3[CH:16]=[CH:17][C:18]([Cl:21])=[CH:19][CH:20]=3)[N:9]([CH2:39][CH2:38][CH2:37][CH:34]3[CH2:35][CH2:36][N:31]([C:29]([O:28][C:24]([CH3:25])([CH3:27])[CH3:26])=[O:30])[CH2:32][CH2:33]3)[C:8]=2[CH:7]=[CH:6][CH:5]=1)[CH:2]=[CH2:3]. (4) Given the reactants Cl.[NH2:2][C:3]1[CH:8]=[CH:7][C:6]([C:9]2[N:10]=[C:11]([C:21]([CH3:24])([CH3:23])[CH3:22])[NH:12][C:13]=2[C:14]2[CH:19]=[CH:18][CH:17]=[C:16]([CH3:20])[N:15]=2)=[CH:5][C:4]=1[OH:25].[C:26](N1C=CN=C1)(N1C=CN=C1)=[O:27].C(N(CC)CC)C, predict the reaction product. The product is: [C:21]([C:11]1[NH:12][C:13]([C:14]2[CH:19]=[CH:18][CH:17]=[C:16]([CH3:20])[N:15]=2)=[C:9]([C:6]2[CH:7]=[CH:8][C:3]3[NH:2][C:26](=[O:27])[O:25][C:4]=3[CH:5]=2)[N:10]=1)([CH3:22])([CH3:24])[CH3:23].